This data is from Reaction yield outcomes from USPTO patents with 853,638 reactions. The task is: Predict the reaction yield, written as a fraction of the theoretical maximum amount of product (1.0 means a 100% yield; for example, 0.34 means a 34% yield). (1) The reactants are [CH2:1]([O:8][C:9]1[CH:14]=[CH:13][C:12]([C:15]([F:18])([F:17])[F:16])=[CH:11][C:10]=1Br)[C:2]1[CH:7]=[CH:6][CH:5]=[CH:4][CH:3]=1.C([Li])CCC.CC(C)=O.C(=O)=O.C([O:35][B:36](OC(C)C)[O:37]C(C)C)(C)C.Cl. The catalyst is O1CCCC1.C(OCC)C. The product is [CH2:1]([O:8][C:9]1[CH:14]=[CH:13][C:12]([C:15]([F:18])([F:17])[F:16])=[CH:11][C:10]=1[B:36]([OH:37])[OH:35])[C:2]1[CH:7]=[CH:6][CH:5]=[CH:4][CH:3]=1. The yield is 0.380. (2) The reactants are C([O:8][C@H:9]1[C@H:13]2[O:14][CH2:15][C@:10]1([CH2:25][OH:26])[O:11][C@H:12]2[N:16]1[CH:24]=[C:22]([CH3:23])[C:20](=[O:21])[NH:19][C:17]1=[O:18])C1C=CC=CC=1.C([O-])=O.[NH4+]. The catalyst is CO.[OH-].[OH-].[Pd+2]. The product is [OH:8][C@H:9]1[C@H:13]2[O:14][CH2:15][C@:10]1([CH2:25][OH:26])[O:11][C@H:12]2[N:16]1[CH:24]=[C:22]([CH3:23])[C:20](=[O:21])[NH:19][C:17]1=[O:18]. The yield is 0.840. (3) The reactants are P(Cl)(Cl)(Cl)=O.[Cl:6][C:7]1[N:12]=[C:11]([N:13]([CH:15]2[CH2:18][CH2:17][CH2:16]2)[CH3:14])[CH:10]=[N:9][CH:8]=1.O.CN([CH:23]=[O:24])C. No catalyst specified. The product is [Cl:6][C:7]1[C:8]([CH:23]=[O:24])=[N:9][CH:10]=[C:11]([N:13]([CH:15]2[CH2:16][CH2:17][CH2:18]2)[CH3:14])[N:12]=1. The yield is 0.660. (4) The reactants are C[O:2][C:3]1[CH:12]=[C:11]2[C:6]([C:7](=[O:34])[C:8]([C:24]3[CH:33]=[CH:32][C:27]([C:28]([O:30]C)=[O:29])=[CH:26][CH:25]=3)=[C:9]([CH2:13][C:14]3[CH:19]=[CH:18][C:17]([C:20]([O:22]C)=[O:21])=[CH:16][CH:15]=3)[S:10]2)=[CH:5][CH:4]=1.[Cl-].[Cl-].[Cl-].[Al+3]. The catalyst is CCOC(C)=O. The product is [C:20]([C:17]1[CH:16]=[CH:15][C:14]([CH2:13][C:9]2[S:10][C:11]3[C:6]([C:7](=[O:34])[C:8]=2[C:24]2[CH:33]=[CH:32][C:27]([C:28]([OH:30])=[O:29])=[CH:26][CH:25]=2)=[CH:5][CH:4]=[C:3]([OH:2])[CH:12]=3)=[CH:19][CH:18]=1)([OH:22])=[O:21]. The yield is 0.210.